Dataset: NCI-60 drug combinations with 297,098 pairs across 59 cell lines. Task: Regression. Given two drug SMILES strings and cell line genomic features, predict the synergy score measuring deviation from expected non-interaction effect. (1) Drug 1: CC1=C(C=C(C=C1)C(=O)NC2=CC(=CC(=C2)C(F)(F)F)N3C=C(N=C3)C)NC4=NC=CC(=N4)C5=CN=CC=C5. Drug 2: N.N.Cl[Pt+2]Cl. Cell line: OVCAR3. Synergy scores: CSS=28.6, Synergy_ZIP=1.46, Synergy_Bliss=1.09, Synergy_Loewe=-2.87, Synergy_HSA=-1.28. (2) Drug 1: CC(CN1CC(=O)NC(=O)C1)N2CC(=O)NC(=O)C2. Drug 2: CC1=C2C(C(=O)C3(C(CC4C(C3C(C(C2(C)C)(CC1OC(=O)C(C(C5=CC=CC=C5)NC(=O)OC(C)(C)C)O)O)OC(=O)C6=CC=CC=C6)(CO4)OC(=O)C)O)C)O. Cell line: NCI-H226. Synergy scores: CSS=15.8, Synergy_ZIP=-12.2, Synergy_Bliss=-8.43, Synergy_Loewe=-14.8, Synergy_HSA=-6.44. (3) Drug 1: C1=CC=C(C(=C1)C(C2=CC=C(C=C2)Cl)C(Cl)Cl)Cl. Drug 2: C1=NC2=C(N=C(N=C2N1C3C(C(C(O3)CO)O)F)Cl)N. Cell line: OVCAR-4. Synergy scores: CSS=1.43, Synergy_ZIP=0.243, Synergy_Bliss=-0.146, Synergy_Loewe=0.643, Synergy_HSA=-0.614. (4) Drug 1: CN(CC1=CN=C2C(=N1)C(=NC(=N2)N)N)C3=CC=C(C=C3)C(=O)NC(CCC(=O)O)C(=O)O. Drug 2: CC12CCC3C(C1CCC2OP(=O)(O)O)CCC4=C3C=CC(=C4)OC(=O)N(CCCl)CCCl.[Na+]. Cell line: MDA-MB-435. Synergy scores: CSS=23.8, Synergy_ZIP=-8.86, Synergy_Bliss=-12.2, Synergy_Loewe=-10.2, Synergy_HSA=-7.13. (5) Drug 1: CN1CCC(CC1)COC2=C(C=C3C(=C2)N=CN=C3NC4=C(C=C(C=C4)Br)F)OC. Drug 2: C1C(C(OC1N2C=NC(=NC2=O)N)CO)O. Cell line: KM12. Synergy scores: CSS=7.28, Synergy_ZIP=-0.959, Synergy_Bliss=7.05, Synergy_Loewe=-0.358, Synergy_HSA=4.15. (6) Drug 1: C1=C(C(=O)NC(=O)N1)F. Drug 2: CC1=CC=C(C=C1)C2=CC(=NN2C3=CC=C(C=C3)S(=O)(=O)N)C(F)(F)F. Cell line: HCT-15. Synergy scores: CSS=31.8, Synergy_ZIP=-3.03, Synergy_Bliss=-7.36, Synergy_Loewe=-13.0, Synergy_HSA=-5.96. (7) Drug 1: CC1=C2C(C(=O)C3(C(CC4C(C3C(C(C2(C)C)(CC1OC(=O)C(C(C5=CC=CC=C5)NC(=O)OC(C)(C)C)O)O)OC(=O)C6=CC=CC=C6)(CO4)OC(=O)C)OC)C)OC. Drug 2: CC12CCC3C(C1CCC2O)C(CC4=C3C=CC(=C4)O)CCCCCCCCCS(=O)CCCC(C(F)(F)F)(F)F. Cell line: HS 578T. Synergy scores: CSS=65.9, Synergy_ZIP=10.4, Synergy_Bliss=8.93, Synergy_Loewe=-21.3, Synergy_HSA=10.9. (8) Drug 1: CC1=C2C(C(=O)C3(C(CC4C(C3C(C(C2(C)C)(CC1OC(=O)C(C(C5=CC=CC=C5)NC(=O)OC(C)(C)C)O)O)OC(=O)C6=CC=CC=C6)(CO4)OC(=O)C)OC)C)OC. Drug 2: C1=CC=C(C=C1)NC(=O)CCCCCCC(=O)NO. Cell line: HCT-15. Synergy scores: CSS=60.1, Synergy_ZIP=-2.58, Synergy_Bliss=-1.38, Synergy_Loewe=-35.1, Synergy_HSA=-0.247. (9) Drug 1: CC(CN1CC(=O)NC(=O)C1)N2CC(=O)NC(=O)C2. Drug 2: CC1CCC2CC(C(=CC=CC=CC(CC(C(=O)C(C(C(=CC(C(=O)CC(OC(=O)C3CCCCN3C(=O)C(=O)C1(O2)O)C(C)CC4CCC(C(C4)OC)OCCO)C)C)O)OC)C)C)C)OC. Cell line: OVCAR-8. Synergy scores: CSS=30.2, Synergy_ZIP=-4.62, Synergy_Bliss=-3.33, Synergy_Loewe=1.37, Synergy_HSA=2.88.